From a dataset of Forward reaction prediction with 1.9M reactions from USPTO patents (1976-2016). Predict the product of the given reaction. (1) Given the reactants Cl[C:2]1[N:7]=[C:6]([CH2:8][N:9]([CH:13]2[CH2:15][CH2:14]2)[C:10](=[O:12])[CH3:11])[CH:5]=[CH:4][N:3]=1.Cl.[NH2:17][C@H:18]([C:20]1[C:21](=[O:31])[NH:22][C:23]2[C:28]([CH:29]=1)=[CH:27][C:26]([Cl:30])=[CH:25][CH:24]=2)[CH3:19].CCN(C(C)C)C(C)C.O, predict the reaction product. The product is: [Cl:30][C:26]1[CH:27]=[C:28]2[C:23](=[CH:24][CH:25]=1)[NH:22][C:21](=[O:31])[C:20]([C@@H:18]([NH:17][C:2]1[N:7]=[C:6]([CH2:8][N:9]([CH:13]3[CH2:15][CH2:14]3)[C:10](=[O:12])[CH3:11])[CH:5]=[CH:4][N:3]=1)[CH3:19])=[CH:29]2. (2) Given the reactants [OH:1][CH2:2][C:3]1[CH:8]=[C:7]([CH3:9])[C:6]([OH:10])=[C:5]([CH3:11])[CH:4]=1.Br[CH2:13][C:14]([O:16][CH2:17][CH3:18])=[O:15].C(=O)([O-])[O-].[Cs+].[Cs+], predict the reaction product. The product is: [CH2:17]([O:16][C:14](=[O:15])[CH2:13][O:10][C:6]1[C:5]([CH3:11])=[CH:4][C:3]([CH2:2][OH:1])=[CH:8][C:7]=1[CH3:9])[CH3:18].